This data is from Catalyst prediction with 721,799 reactions and 888 catalyst types from USPTO. The task is: Predict which catalyst facilitates the given reaction. (1) Reactant: [CH3:1][C:2]1([C:7]2[O:8][CH:9]=[C:10]([CH3:12])[CH:11]=2)[O:6][CH2:5][CH2:4][O:3]1.[Br:13]N1C(=O)CCC1=O.C(OOC(=O)C1C=CC=CC=1)(=O)C1C=CC=CC=1. Product: [Br:13][CH2:12][C:10]1[CH:11]=[C:7]([C:2]2([CH3:1])[O:3][CH2:4][CH2:5][O:6]2)[O:8][CH:9]=1. The catalyst class is: 717. (2) Reactant: [CH3:1][O:2][C:3]([CH:5]1[CH2:14][C:13]2[CH:12]=[C:11]3[O:15][CH2:16][C@H:17]([C:19]4[CH:24]=[CH:23][C:22]([OH:25])=[CH:21][CH:20]=4)[O:18][C:10]3=[CH:9][C:8]=2[CH2:7][N:6]1[C@H:26]([C:29]1[CH:34]=[CH:33][CH:32]=[CH:31][CH:30]=1)[CH2:27][CH3:28])=[O:4].[C:35]1(B(O)O)[CH:40]=[CH:39][CH:38]=[CH:37][CH:36]=1. Product: [CH3:1][O:2][C:3]([C@@H:5]1[CH2:14][C:13]2[CH:12]=[C:11]3[O:15][CH2:16][C@H:17]([C:19]4[CH:24]=[CH:23][C:22]([O:25][C:35]5[CH:40]=[CH:39][CH:38]=[CH:37][CH:36]=5)=[CH:21][CH:20]=4)[O:18][C:10]3=[CH:9][C:8]=2[CH2:7][N:6]1[C@H:26]([C:29]1[CH:30]=[CH:31][CH:32]=[CH:33][CH:34]=1)[CH2:27][CH3:28])=[O:4]. The catalyst class is: 749.